From a dataset of Experimentally validated miRNA-target interactions with 360,000+ pairs, plus equal number of negative samples. Binary Classification. Given a miRNA mature sequence and a target amino acid sequence, predict their likelihood of interaction. (1) The miRNA is hsa-miR-548b-3p with sequence CAAGAACCUCAGUUGCUUUUGU. The protein sequence of the target gene is MKLAFLFLGPMALLLLAGYGCVLGASSGNLRTFVGCAVREFTFLAKKPGCRGLRITTDACWGRCETWEKPILEPPYIEAHHRVCTYNETKQVTVKLPNCAPGVDPFYTYPVAIRCDCGACSTATTECETI. Result: 0 (no interaction). (2) The miRNA is hsa-miR-200b-3p with sequence UAAUACUGCCUGGUAAUGAUGA. The protein sequence of the target gene is MTSLAQQLQRLALPQSDASLLSRDEVASLLFDPKEAATIDRDTAFAIGCTGLEELLGIDPSFEQFEAPLFSQLAKTLERSVQTKAVNKQLDENISLFLIHLSPYFLLKPAQKCLEWLIHRFHIHLYNQDSLIACVLPYHETRIFVRVIQLLKINNSKHRWFWLLPVKQSGVPLAKGTLITHCYKDLGFMDFICSLVTKSVKVFAEYPGSSAQLRVLLAFYASTIVSALVAAEDVSDNIIAKLFPYIQKGLKSSLPDYRAATYMIICQISVKVTMENTFVNSLASQIIKTLTKIPSLIKDG.... Result: 0 (no interaction). (3) The miRNA is hsa-miR-335-3p with sequence UUUUUCAUUAUUGCUCCUGACC. The protein sequence of the target gene is MMQESGTETKSNGSAIQNGSGGSNHLLECGGLREGRSNGETPAVDIGAADLAHAQQQQQQALQVARQLLLQQQQQQQVSGLKSPKRNDKQPALQVPVSVAMMTPQVITPQQMQQILQQQVLSPQQLQVLLQQQQALMLQQQQLQEFYKKQQEQLQLQLLQQQHAGKQPKEQQQVATQQLAFQQQLLQMQQLQQQHLLSLQRQGLLTIQPGQPALPLQPLAQGMIPTELQQLWKEVTSAHTAEETTGNNHSSLDLTTTCVSSSAPSKTSLIMNPHASTNGQLSVHTPKRESLSHEEHPHSH.... Result: 1 (interaction). (4) The miRNA is hsa-miR-6729-5p with sequence UGGGCGAGGGCGGCUGAGCGGC. The protein sequence of the target gene is MDATNNGESADQVGIRVGNPEQPNDHTDALGSVGSGGAGSSGLVAGSSHPYGSGAIGQLANGYSSPSSSYRKNVAKMVTDRHAAEYNMRHKNRGMALIFNHEHFEVPTLKSRAGTNVDCENLTRVLKQLDFEVTVYKDCRYKDILRTIEYAASQNHSDSDCILVAILSHGEMGYIYAKDTQYKLDNIWSFFTANHCPSLAGKPKLFFIQACQGDRLDGGVTMQRSQTETDGDSSMSYKIPVHADFLIAYSTVPGFYSWRNTTRGSWFMQSLCAELAANGKRLDILTLLTFVCQRVAVDFE.... Result: 0 (no interaction). (5) The protein sequence of the target gene is MSHSHPAGLLAAYNSLMDKHLAGYFNNTRIRRHLLRSGLITRSGRILSEKEYKLNMMKRDHQKYIRECLAQAIFHKVLDMERYHQLEIKKKLETLARKERIQRFKGEHTRRSVENNMPILSPHPPVGPKSNRGHSVLVDEGHSSPLALTAPRPYTAPGNMQPPIRLQPLPSNPAVETVPKVTSRSRSKTSLLENEALFPIGGKKAVMKFRNSIGNSQRMNSYQLPNINSYMMPIPPPLPPTGKITRENRSETWRRRRFRPTTAPNGLEPLLTKDSRRIHKTSLHSNAAITMIYLGKNVHL.... Result: 0 (no interaction). The miRNA is hsa-miR-4256 with sequence AUCUGACCUGAUGAAGGU. (6) Result: 1 (interaction). The miRNA is hsa-miR-4293 with sequence CAGCCUGACAGGAACAG. The protein sequence of the target gene is MASGVGAAFEELPHDGTCDECEPDEAPGAEEVCRECGFCYCRRHAEAHRQKFLSHHLAEYVHGSQAWTPPADGEGAGKEEAEVKVEQEREIESEAGEESESEEESESEEESETEEESEDESDEESEEDSEEEMEDEQESEAEEDNQEEGESEAEGETEAESEFDPEIEMEAERVAKRKCPDHGLDLSTYCQEDRQLICVLCPVIGAHQGHQLSTLDEAFEELRSKDSGGLKAAMIELVERLKFKSSDPKVTRDQMKMFIQQEFKKVQKVIADEEQKALHLVDIQEAMATAHVTEILADIQ.... (7) The miRNA is hsa-miR-101-3p with sequence UACAGUACUGUGAUAACUGAA. The protein sequence of the target gene is MPTETLQTGSMVKPVSPAGTFTSAVPLRILNKGPDYFRRQAEPNPKRLSAVERLEADKAKYVKSQEVINAKQEPVKPAVLAKPPVCPAAKRALGSPTLKVFGNHAKTESGVQRENLKLEILKNIINSSEGSSSGSGHKHSSRNWPPHRSEATDLHRHSFAESLKVYPTQGRRSPQEGGSHVGRRLLEQSAESFLHVSHSSSDIRKVTSVKPLKAIPCSSSAPPLPPKPKIAAIASMKSPEADPVEPACGVSRRPSLQRSKSDLSDRYFRVDADVERFFNYCGLDPEELENLGMENFARAN.... Result: 0 (no interaction). (8) The miRNA is mmu-miR-324-3p with sequence CCACUGCCCCAGGUGCUGCU. The protein sequence of the target gene is MGRGLLRGLWPLHIVLWTRIASTIPPHVPKSDVEMEAQKDASIHLSCNRTIHPLKHFNSDVMASDNGGAVKLPQLCKFCDVRLSTCDNQKSCMSNCSITAICEKPHEVCVAVWRKNDKNITLETVCHDPKLTYHGFTLEDAASPKCVMKEKKRAGETFFMCACNMEECNDYIIFSEEYTTSSPDLLLVIIQVTGVSLLPPLGIAIAVIIIFYCYRVHRQQKLSPSWESSKPRKLMDFSDNCAIILEDDRSDISSTCANNINHNTELLPIELDTLVGKGRFAEVYKAKLKQNTSEQFETVA.... Result: 1 (interaction).